This data is from Forward reaction prediction with 1.9M reactions from USPTO patents (1976-2016). The task is: Predict the product of the given reaction. Given the reactants [NH2:1][C:2]1[C:7]([N+:8]([O-:10])=[O:9])=[CH:6][CH:5]=[CH:4][C:3]=1[OH:11].[C:12]1(C)C=CC(S(O)(=O)=O)=CC=1, predict the reaction product. The product is: [N+:8]([C:7]1[C:2]2[N:1]=[CH:12][O:11][C:3]=2[CH:4]=[CH:5][CH:6]=1)([O-:10])=[O:9].